From a dataset of Full USPTO retrosynthesis dataset with 1.9M reactions from patents (1976-2016). Predict the reactants needed to synthesize the given product. (1) Given the product [N:23]1([C:2]2[C:3]([CH3:22])=[N:4][C:5]3[C:10]([N:11]=2)=[C:9]([C:12]2[NH:20][C:19]4[CH2:18][CH2:17][NH:16][C:15](=[O:21])[C:14]=4[CH:13]=2)[CH:8]=[CH:7][CH:6]=3)[CH2:26][CH2:25][CH2:24]1, predict the reactants needed to synthesize it. The reactants are: F[C:2]1[C:3]([CH3:22])=[N:4][C:5]2[C:10]([N:11]=1)=[C:9]([C:12]1[NH:20][C:19]3[CH2:18][CH2:17][NH:16][C:15](=[O:21])[C:14]=3[CH:13]=1)[CH:8]=[CH:7][CH:6]=2.[NH:23]1[CH2:26][CH2:25][CH2:24]1.CO.C(Cl)Cl. (2) Given the product [N:32]1[CH:33]=[CH:34][CH:35]=[CH:36][C:31]=1[NH:30][C:28](=[O:29])[CH3:27], predict the reactants needed to synthesize it. The reactants are: COCCOCOC1C=CC=CC=1N1CCNCC1.C(=O)([O-])[O-].[K+].[K+].Cl[CH2:27][C:28]([NH:30][C:31]1[CH:36]=[CH:35][CH:34]=[CH:33][N:32]=1)=[O:29]. (3) The reactants are: [Br:1][C:2]1[CH:3]=[C:4]([NH:9][C:10](=[O:21])[C:11]2[CH:16]=[CH:15][C:14]([C:17]([F:20])([F:19])[F:18])=[CH:13][CH:12]=2)[C:5](O)=[N:6][CH:7]=1.O=P(Cl)(Cl)Cl.CCOC(C)=O.O. Given the product [Br:1][C:2]1[CH:3]=[C:4]2[N:9]=[C:10]([C:11]3[CH:12]=[CH:13][C:14]([C:17]([F:18])([F:19])[F:20])=[CH:15][CH:16]=3)[O:21][C:5]2=[N:6][CH:7]=1, predict the reactants needed to synthesize it. (4) Given the product [Cl:16][C:17]1[CH:18]=[C:19]([C:24]2([C:25]([F:26])([F:27])[F:28])[O:32][CH2:31][C:30](=[O:3])[CH2:29]2)[CH:20]=[C:21]([Cl:23])[CH:22]=1, predict the reactants needed to synthesize it. The reactants are: N(S(C(F)(F)F)(=O)=O)S(C(F)(F)F)(=O)=[O:3].[Cl:16][C:17]1[CH:18]=[C:19]([C:24]([OH:32])([CH2:29][C:30]#[CH:31])[C:25]([F:28])([F:27])[F:26])[CH:20]=[C:21]([Cl:23])[CH:22]=1. (5) Given the product [CH2:1]([C:3]1[CH:8]=[C:7]([O:9][CH2:10][CH2:11][CH:12]([C:17]2[S:18][C:19]3[CH:25]=[CH:24][C:23]([C:26]([F:27])([F:29])[F:28])=[CH:22][C:20]=3[CH:21]=2)[CH2:13][CH2:14][CH2:15][CH3:16])[CH:6]=[CH:5][C:4]=1[O:30][CH2:31][C:32]([OH:34])=[O:33])[CH3:2], predict the reactants needed to synthesize it. The reactants are: [CH2:1]([C:3]1[CH:8]=[C:7]([O:9][CH2:10][CH2:11][CH:12]([C:17]2[S:18][C:19]3[CH:25]=[CH:24][C:23]([C:26]([F:29])([F:28])[F:27])=[CH:22][C:20]=3[CH:21]=2)[CH2:13][CH2:14][CH2:15][CH3:16])[CH:6]=[CH:5][C:4]=1[O:30][CH2:31][C:32]([O:34]CC)=[O:33])[CH3:2].[OH-].[Na+]. (6) Given the product [CH2:29]([O:12][C:11](=[O:13])[C@H:10]([CH3:14])[CH2:9][C@H:8]([NH:15][C:16]([O:18][C:19]([CH3:22])([CH3:20])[CH3:21])=[O:17])[CH2:7][C:4]1[CH:3]=[CH:2][C:1]([C:23]2[CH:24]=[CH:25][CH:26]=[CH:27][CH:28]=2)=[CH:6][CH:5]=1)[CH3:30], predict the reactants needed to synthesize it. The reactants are: [C:1]1([C:23]2[CH:28]=[CH:27][CH:26]=[CH:25][CH:24]=2)[CH:6]=[CH:5][C:4]([CH2:7][C@@H:8]([NH:15][C:16]([O:18][C:19]([CH3:22])([CH3:21])[CH3:20])=[O:17])[CH2:9][C@@H:10]([CH3:14])[C:11]([OH:13])=[O:12])=[CH:3][CH:2]=1.[C:29]1(C2C=CC=CC=2)C=CC(C[C@@H](NC(OC(C)(C)C)=O)C[C@H](C)C(O)=O)=C[CH:30]=1.C(=O)([O-])[O-].[Cs+].[Cs+].C(I)C.C(OC(C)C)(=O)C.